This data is from Catalyst prediction with 721,799 reactions and 888 catalyst types from USPTO. The task is: Predict which catalyst facilitates the given reaction. (1) Reactant: [Cl:1][C:2]1[CH:3]=[C:4]([CH:17]=[CH:18][C:19]=1[Cl:20])[CH2:5][NH:6][C:7]([NH:9][C:10]1[S:11][CH:12]=[C:13]([CH2:15]I)[N:14]=1)=[O:8].[CH3:21][O:22][C:23]1[CH:30]=[C:29]([O:31][CH3:32])[CH:28]=[CH:27][C:24]=1[CH2:25][NH2:26]. Product: [Cl:1][C:2]1[CH:3]=[C:4]([CH:17]=[CH:18][C:19]=1[Cl:20])[CH2:5][NH:6][C:7]([NH:9][C:10]1[S:11][CH:12]=[C:13]([CH2:15][NH:26][CH2:25][C:24]2[CH:27]=[CH:28][C:29]([O:31][CH3:32])=[CH:30][C:23]=2[O:22][CH3:21])[N:14]=1)=[O:8]. The catalyst class is: 7. (2) Reactant: [CH2:1]([N:8]([CH2:26][C@@H:27]([C:29]1[CH:34]=[CH:33][C:32]([O:35][CH2:36][C:37]2[CH:42]=[CH:41][CH:40]=[CH:39][CH:38]=2)=[C:31]([N+:43]([O-])=O)[CH:30]=1)[OH:28])[C@@H:9]([CH2:12][C:13]1[CH:18]=[CH:17][C:16]([O:19][C:20]2[CH:25]=[CH:24][CH:23]=[CH:22][N:21]=2)=[CH:15][CH:14]=1)[CH2:10][OH:11])[C:2]1[CH:7]=[CH:6][CH:5]=[CH:4][CH:3]=1.[Cl-].[NH4+]. Product: [NH2:43][C:31]1[CH:30]=[C:29]([C@@H:27]([OH:28])[CH2:26][N:8]([CH2:1][C:2]2[CH:7]=[CH:6][CH:5]=[CH:4][CH:3]=2)[C@@H:9]([CH2:12][C:13]2[CH:18]=[CH:17][C:16]([O:19][C:20]3[CH:25]=[CH:24][CH:23]=[CH:22][N:21]=3)=[CH:15][CH:14]=2)[CH2:10][OH:11])[CH:34]=[CH:33][C:32]=1[O:35][CH2:36][C:37]1[CH:38]=[CH:39][CH:40]=[CH:41][CH:42]=1. The catalyst class is: 190. (3) Reactant: C(=O)([O-])[O-].[K+].[K+].Cl[CH2:8][CH2:9][CH2:10][C:11]([NH:13][C:14]1[CH:19]=[C:18]([N+:20]([O-:22])=[O:21])[CH:17]=[C:16]([O:23][CH3:24])[CH:15]=1)=[O:12]. Product: [CH3:24][O:23][C:16]1[CH:15]=[C:14]([N:13]2[CH2:8][CH2:9][CH2:10][C:11]2=[O:12])[CH:19]=[C:18]([N+:20]([O-:22])=[O:21])[CH:17]=1. The catalyst class is: 10. (4) Reactant: I[C:2]1[C:10]2[C:5](=[N:6][CH:7]=[N:8][C:9]=2[NH2:11])[N:4]([CH:12]([C:14]2[CH:15]=[C:16]3[N:21]([C:22]=2[C:23]2[CH:28]=[CH:27][CH:26]=[CH:25][N:24]=2)[CH:20]=[CH:19][CH:18]=[CH:17]3)[CH3:13])[N:3]=1.[F:29][C:30]1[CH:31]=[C:32]([NH:45][S:46]([CH3:49])(=[O:48])=[O:47])[CH:33]=[C:34](B2OC(C)(C)C(C)(C)O2)[CH:35]=1.CCO.C([O-])([O-])=O.[Na+].[Na+]. Product: [NH2:11][C:9]1[N:8]=[CH:7][N:6]=[C:5]2[N:4]([CH:12]([C:14]3[CH:15]=[C:16]4[N:21]([C:22]=3[C:23]3[CH:28]=[CH:27][CH:26]=[CH:25][N:24]=3)[CH:20]=[CH:19][CH:18]=[CH:17]4)[CH3:13])[N:3]=[C:2]([C:34]3[CH:33]=[C:32]([NH:45][S:46]([CH3:49])(=[O:48])=[O:47])[CH:31]=[C:30]([F:29])[CH:35]=3)[C:10]=12. The catalyst class is: 104.